This data is from Reaction yield outcomes from USPTO patents with 853,638 reactions. The task is: Predict the reaction yield, written as a fraction of the theoretical maximum amount of product (1.0 means a 100% yield; for example, 0.34 means a 34% yield). The reactants are Cl[C:2]1[N:7]=[C:6]([N:8]2[CH2:13][CH2:12][CH:11]([C:14]([NH2:16])=[O:15])[CH2:10][CH2:9]2)[C:5]([C:17]2[CH:22]=[CH:21][CH:20]=[CH:19][CH:18]=2)=[CH:4][N:3]=1.C([O-])(=O)C.[K+]. The catalyst is [Pd].C(O)(=O)C. The product is [C:17]1([C:5]2[C:6]([N:8]3[CH2:9][CH2:10][CH:11]([C:14]([NH2:16])=[O:15])[CH2:12][CH2:13]3)=[N:7][CH:2]=[N:3][CH:4]=2)[CH:18]=[CH:19][CH:20]=[CH:21][CH:22]=1. The yield is 0.290.